This data is from Full USPTO retrosynthesis dataset with 1.9M reactions from patents (1976-2016). The task is: Predict the reactants needed to synthesize the given product. (1) Given the product [CH2:1]([N:8]1[C:9](=[O:10])[C@@H:11]2[C:14]3[CH:15]=[CH:16][CH:17]=[C:18]([C:19]([F:21])([F:20])[F:22])[C:13]=3[CH2:12][O:26][C@@:24]2([CH3:25])[CH2:23]1)[C:2]1[CH:7]=[CH:6][CH:5]=[CH:4][CH:3]=1, predict the reactants needed to synthesize it. The reactants are: [CH2:1]([N:8]([CH2:23][C:24](=[O:26])[CH3:25])[C:9]([CH:11]1[C:14]2[CH:15]=[CH:16][CH:17]=[C:18]([C:19]([F:22])([F:21])[F:20])[C:13]=2[CH2:12]1)=[O:10])[C:2]1[CH:7]=[CH:6][CH:5]=[CH:4][CH:3]=1. (2) Given the product [NH2:38][C:22]1[C:17]2[C:16]([F:24])=[CH:15][N:14]([C@@H:12]3[O:11][C@H:10]([CH2:25][OH:26])[C@@H:9]([OH:8])[CH2:13]3)[C:18]=2[N:19]=[CH:20][N:21]=1, predict the reactants needed to synthesize it. The reactants are: CC1C=CC(C([O:8][C@H:9]2[CH2:13][C@H:12]([N:14]3[C:18]4[N:19]=[CH:20][N:21]=[C:22](Cl)[C:17]=4[C:16]([F:24])=[CH:15]3)[O:11][C@@H:10]2[CH2:25][O:26]C(=O)C2C=CC(C)=CC=2)=O)=CC=1.[NH3:38]. (3) Given the product [C:26]([O:14][C@H:12]([C@@H:11]([C@H:8]([CH:9]=[CH2:10])[CH2:7][C:1]1[CH:6]=[CH:5][CH:4]=[CH:3][CH:2]=1)[CH2:15][CH2:16][CH2:17][CH3:18])[CH3:13])(=[O:28])[CH3:27], predict the reactants needed to synthesize it. The reactants are: [C:1]1([CH2:7][C@H:8]([C@@H:11]([CH2:15][CH2:16][CH2:17][CH3:18])[C@@H:12]([OH:14])[CH3:13])[CH:9]=[CH2:10])[CH:6]=[CH:5][CH:4]=[CH:3][CH:2]=1.CCN(CC)CC.[C:26](OC(=O)C)(=[O:28])[CH3:27]. (4) The reactants are: [NH2:1][C:2]1[CH:7]=[CH:6][N:5]([C@H:8]2[C@H:12]([OH:13])[C@H:11]([F:14])[C@@:10]([N:17]=[N+:18]=[N-:19])([CH2:15][OH:16])[O:9]2)[C:4](=[O:20])[N:3]=1.C([Mg]Cl)(C)(C)C.Cl[C:28]1[CH:45]=[CH:44][CH:43]=[CH:42][C:29]=1[O:30][P:31](=[N:33][C@@H:34]([CH3:41])[C:35]([O:37][CH:38]([CH3:40])[CH3:39])=[O:36])=[O:32].ClC1C=CC2C(=CC=CC=2)C=1OP(=N[C@@H](C)C(OCC1C=CC=CC=1)=O)=O. Given the product [CH:38]([O:37][C:35](=[O:36])[C@@H:34]([N:33]=[P:31]([O:30][C:29]1[CH:42]=[CH:43][CH:44]=[CH:45][C:28]=1[O:16][CH2:15][C@:10]1([N:17]=[N+:18]=[N-:19])[C@@H:11]([F:14])[C@@H:12]([OH:13])[C@H:8]([N:5]2[CH:6]=[CH:7][C:2]([NH2:1])=[N:3][C:4]2=[O:20])[O:9]1)=[O:32])[CH3:41])([CH3:39])[CH3:40], predict the reactants needed to synthesize it. (5) Given the product [CH3:40][N:38]1[CH:39]=[C:35]([C:32]2[CH:31]=[N:30][C:29]([NH2:7])=[N:34][CH:33]=2)[CH:36]=[N:37]1, predict the reactants needed to synthesize it. The reactants are: FC(F)(F)C1C=C(C=C(C(F)(F)F)C=1)C[N:7]([C:29]1[N:34]=[CH:33][C:32]([C:35]2[CH:36]=[N:37][N:38]([CH3:40])[CH:39]=2)=[CH:31][N:30]=1)[C@@H]1CN(C2C(CO)=CN=C(N3CCCCC3)N=2)[C@H](CC)C1.CI.[H-].[Na+].[NH4+].[Cl-]. (6) Given the product [ClH:21].[Br:13][C:14]1[C:15]([Cl:21])=[C:16]([O:11][CH:10]2[CH2:9][CH2:8][NH:7][CH2:6][C:5]3[O:12][C:2]([CH3:1])=[CH:3][C:4]2=3)[CH:17]=[CH:18][CH:19]=1, predict the reactants needed to synthesize it. The reactants are: [CH3:1][C:2]1[O:12][C:5]2[CH2:6][NH:7][CH2:8][CH2:9][CH:10]([OH:11])[C:4]=2[CH:3]=1.[Br:13][C:14]1[C:15]([Cl:21])=[C:16](F)[CH:17]=[CH:18][CH:19]=1. (7) Given the product [CH3:21][C:18]1[CH2:19][CH:20]=[C:16]([CH3:15])[C:17]=1[C:22]1[CH:27]=[CH:26][CH:25]=[CH:24][C:23]=1[NH:28][C:8](=[O:13])[C:9]([CH3:12])([CH3:11])[CH3:10], predict the reactants needed to synthesize it. The reactants are: C(N(CC)CC)C.[C:8](Cl)(=[O:13])[C:9]([CH3:12])([CH3:11])[CH3:10].[CH3:15][C:16]1[CH2:20][CH:19]=[C:18]([CH3:21])[C:17]=1[C:22]1[CH:27]=[CH:26][CH:25]=[CH:24][C:23]=1[NH2:28].Cl.C([O-])(O)=O.[Na+].